From a dataset of Peptide-MHC class II binding affinity with 134,281 pairs from IEDB. Regression. Given a peptide amino acid sequence and an MHC pseudo amino acid sequence, predict their binding affinity value. This is MHC class II binding data. (1) The peptide sequence is RFDTNGDGKISLSEL. The MHC is HLA-DQA10501-DQB10201 with pseudo-sequence HLA-DQA10501-DQB10201. The binding affinity (normalized) is 0.127. (2) The peptide sequence is NSNKSLQSAGFTAGL. The MHC is DRB1_0101 with pseudo-sequence DRB1_0101. The binding affinity (normalized) is 0.405. (3) The peptide sequence is AAEILRPTKRFPPALPIWAR. The MHC is DRB1_0401 with pseudo-sequence DRB1_0401. The binding affinity (normalized) is 0.331. (4) The peptide sequence is IYECKGVTVKDVTIT. The MHC is DRB1_0405 with pseudo-sequence DRB1_0405. The binding affinity (normalized) is 0.396. (5) The peptide sequence is EQEILNYMSPHHKKLHHHHHH. The MHC is HLA-DQA10103-DQB10603 with pseudo-sequence HLA-DQA10103-DQB10603. The binding affinity (normalized) is 0.